This data is from Full USPTO retrosynthesis dataset with 1.9M reactions from patents (1976-2016). The task is: Predict the reactants needed to synthesize the given product. (1) Given the product [C:15]([O:14][C:3]1[CH:4]=[CH:5][C:6]([OH:10])=[C:7]([C:8]#[N:9])[C:2]=1[Br:1])(=[O:16])[CH3:17], predict the reactants needed to synthesize it. The reactants are: [Br:1][C:2]1[C:7]([C:8]#[N:9])=[C:6]([O:10]C(C)=O)[CH:5]=[CH:4][C:3]=1[O:14][C:15]([CH3:17])=[O:16].CO.C([O-])([O-])=O.[K+].[K+].Cl. (2) Given the product [ClH:41].[NH2:31][C@H:9]([C@@H:7]([OH:8])[CH2:6][NH:5][C:3](=[O:4])[C:2]([CH3:40])([CH3:39])[CH3:1])[CH2:10][C@@H:11]([CH:12]([CH3:14])[CH3:13])[CH2:15][NH:16][C:17](=[O:30])[C:18]1[CH:23]=[CH:22][CH:21]=[CH:20][C:19]=1[O:24][CH2:25][CH2:26][CH2:27][O:28][CH3:29], predict the reactants needed to synthesize it. The reactants are: [CH3:1][C:2]([CH3:40])([CH3:39])[C:3]([NH:5][CH2:6][C@@H:7]([C@@H:9]([NH:31]C(=O)OC(C)(C)C)[CH2:10][C@H:11]([CH2:15][NH:16][C:17](=[O:30])[C:18]1[CH:23]=[CH:22][CH:21]=[CH:20][C:19]=1[O:24][CH2:25][CH2:26][CH2:27][O:28][CH3:29])[CH:12]([CH3:14])[CH3:13])[OH:8])=[O:4].[ClH:41]. (3) Given the product [CH3:20][CH:18]([O:17][C:13]1[N:12]=[C:11]([C:8]2[CH:9]=[C:10]3[C:5](=[CH:6][CH:7]=2)[NH:4][CH:3]=[C:2]3[C:39]2[CH:44]=[CH:43][N:42]=[C:41]([NH2:45])[CH:40]=2)[CH:16]=[N:15][CH:14]=1)[CH3:19], predict the reactants needed to synthesize it. The reactants are: I[C:2]1[C:10]2[C:5](=[CH:6][CH:7]=[C:8]([C:11]3[CH:16]=[N:15][CH:14]=[C:13]([O:17][CH:18]([CH3:20])[CH3:19])[N:12]=3)[CH:9]=2)[N:4](S(C2C=CC(C)=CC=2)(=O)=O)[CH:3]=1.CC1(C)C(C)(C)OB([C:39]2[CH:44]=[CH:43][N:42]=[C:41]([NH2:45])[CH:40]=2)O1.P([O-])([O-])([O-])=O.[K+].[K+].[K+].CC(C1C=C(C(C)C)C(C2C=CC=CC=2P(C2CCCCC2)C2CCCCC2)=C(C(C)C)C=1)C. (4) Given the product [F:13][C:14]1[C:19]([N:20]2[CH:23]=[C:24]([CH3:25])[N:12]=[CH:21]2)=[CH:18][CH:17]=[C:16]([F:27])[N:15]=1, predict the reactants needed to synthesize it. The reactants are: FC(F)(F)C(O)=O.C([O-])(=O)C.[NH4+:12].[F:13][C:14]1[C:19]([N:20]([CH2:23][C:24](=O)[CH3:25])[CH:21]=O)=[CH:18][CH:17]=[C:16]([F:27])[N:15]=1.C(=O)(O)[O-].[Na+].